From a dataset of Forward reaction prediction with 1.9M reactions from USPTO patents (1976-2016). Predict the product of the given reaction. Given the reactants Cl.Cl.[Cl:3][C:4]1[CH:5]=[C:6]([N:10]2[C:25](=[O:26])[C:14]3[CH:15]=[N:16][C:17]4[C:18]([O:23][CH3:24])=[CH:19][CH:20]=[CH:21][C:22]=4[C:13]=3[N:12]([CH:27]3[CH2:32][CH2:31][NH:30][CH2:29][CH2:28]3)[C:11]2=[O:33])[CH:7]=[CH:8][CH:9]=1.[CH2:34]([S:36](Cl)(=[O:38])=[O:37])[CH3:35], predict the reaction product. The product is: [Cl:3][C:4]1[CH:5]=[C:6]([N:10]2[C:25](=[O:26])[C:14]3[CH:15]=[N:16][C:17]4[C:18]([O:23][CH3:24])=[CH:19][CH:20]=[CH:21][C:22]=4[C:13]=3[N:12]([CH:27]3[CH2:32][CH2:31][N:30]([S:36]([CH2:34][CH3:35])(=[O:38])=[O:37])[CH2:29][CH2:28]3)[C:11]2=[O:33])[CH:7]=[CH:8][CH:9]=1.